This data is from NCI-60 drug combinations with 297,098 pairs across 59 cell lines. The task is: Regression. Given two drug SMILES strings and cell line genomic features, predict the synergy score measuring deviation from expected non-interaction effect. (1) Drug 1: CC1=C(C(CCC1)(C)C)C=CC(=CC=CC(=CC(=O)O)C)C. Drug 2: C1=CC=C(C=C1)NC(=O)CCCCCCC(=O)NO. Cell line: HS 578T. Synergy scores: CSS=7.89, Synergy_ZIP=-1.28, Synergy_Bliss=4.10, Synergy_Loewe=-0.908, Synergy_HSA=2.59. (2) Drug 1: C1=CN(C(=O)N=C1N)C2C(C(C(O2)CO)O)O.Cl. Drug 2: C1C(C(OC1N2C=NC3=C2NC=NCC3O)CO)O. Cell line: SK-MEL-28. Synergy scores: CSS=27.4, Synergy_ZIP=-4.53, Synergy_Bliss=-0.610, Synergy_Loewe=-15.4, Synergy_HSA=-0.600.